The task is: Predict which catalyst facilitates the given reaction.. This data is from Catalyst prediction with 721,799 reactions and 888 catalyst types from USPTO. (1) Reactant: C(OC([NH:8][C:9]1[CH:14]=[CH:13][C:12]([C@H:15]([CH3:19])[C:16]([OH:18])=O)=[CH:11][CH:10]=1)=O)(C)(C)C.S(Cl)(Cl)=O.[CH:24]([C:27]1[S:31][C:30]([NH2:32])=[N:29][CH:28]=1)([CH3:26])[CH3:25].C(N(CC)CC)C. Product: [NH2:8][C:9]1[CH:10]=[CH:11][C:12]([C@H:15]([CH3:19])[C:16]([NH:32][C:30]2[S:31][C:27]([CH:24]([CH3:26])[CH3:25])=[CH:28][N:29]=2)=[O:18])=[CH:13][CH:14]=1. The catalyst class is: 7. (2) Reactant: C[O:2][C:3](=[O:27])[CH:4]([N:11]1[C:16](=[O:17])[CH:15]=[C:14]([O:18][C:19]2[N:24]=[C:23]([CH3:25])[CH:22]=[C:21]([CH3:26])[N:20]=2)[CH:13]=[N:12]1)[CH2:5][CH:6]1[CH2:10][CH2:9][CH2:8][CH2:7]1.[OH-].[Na+]. Product: [CH:6]1([CH2:5][CH:4]([N:11]2[C:16](=[O:17])[CH:15]=[C:14]([O:18][C:19]3[N:20]=[C:21]([CH3:26])[CH:22]=[C:23]([CH3:25])[N:24]=3)[CH:13]=[N:12]2)[C:3]([OH:27])=[O:2])[CH2:10][CH2:9][CH2:8][CH2:7]1. The catalyst class is: 7. (3) Reactant: Cl[C:2]1[N:3]=[N:4][CH:5]=[C:6](Cl)[C:7]=1[Cl:8].[CH3:10][O:11][C:12]1[CH:17]=[CH:16][CH:15]=[CH:14][C:13]=1[CH:18]1[CH2:23][CH2:22][NH:21][CH2:20][CH2:19]1.C(=O)([O-])[O-].[K+].[K+].[NH2:30][NH2:31]. Product: [Cl:8][C:7]1[C:6]([N:21]2[CH2:22][CH2:23][CH:18]([C:13]3[CH:14]=[CH:15][CH:16]=[CH:17][C:12]=3[O:11][CH3:10])[CH2:19][CH2:20]2)=[CH:5][N:4]=[N:3][C:2]=1[NH:30][NH2:31]. The catalyst class is: 872. (4) Reactant: [OH-].[Na+].C([O:5][C:6](=[O:28])[C:7]1[CH:12]=[CH:11][C:10]([CH2:13][N:14]2[CH2:18][CH2:17][C@@H:16]([NH:19][C:20]([O:22][C:23]([CH3:26])([CH3:25])[CH3:24])=[O:21])[CH2:15]2)=[C:9]([Br:27])[CH:8]=1)C.Cl. Product: [Br:27][C:9]1[CH:8]=[C:7]([CH:12]=[CH:11][C:10]=1[CH2:13][N:14]1[CH2:18][CH2:17][C@@H:16]([NH:19][C:20]([O:22][C:23]([CH3:26])([CH3:25])[CH3:24])=[O:21])[CH2:15]1)[C:6]([OH:28])=[O:5]. The catalyst class is: 14. (5) The catalyst class is: 6. Reactant: Br.[NH2:2][C:3]1[C:4]([Br:13])=[C:5]2[C:10](=[CH:11][CH:12]=1)[N:9]=[CH:8][CH:7]=[N:6]2.[C:14](Cl)(Cl)=[S:15]. Product: [Br:13][C:4]1[C:3]([N:2]=[C:14]=[S:15])=[CH:12][CH:11]=[C:10]2[C:5]=1[N:6]=[CH:7][CH:8]=[N:9]2. (6) Reactant: [F:1][C:2]1[CH:3]=[C:4]2[C:8](=[CH:9][CH:10]=1)/[C:7](=[CH:11]\[C:12]1[CH:17]=[C:16]([O:18][CH3:19])[C:15]([OH:20])=[C:14]([O:21][CH3:22])[CH:13]=1)/[C:6]([CH3:23])=[C:5]2[CH2:24][C:25]([OH:27])=O.C(N1C=CN=C1)(N1C=CN=C1)=[O:29].CN1[CH:45]=[CH:44][CH:43]=[C:42]1[CH2:46][NH2:47].N1C=CC=CC=1. Product: [F:1][C:2]1[CH:3]=[C:4]2[C:8](=[CH:9][CH:10]=1)/[C:7](=[CH:11]\[C:12]1[CH:13]=[C:14]([O:21][CH3:22])[C:15]([OH:20])=[C:16]([O:18][CH3:19])[CH:17]=1)/[C:6]([CH3:23])=[C:5]2[CH2:24][C:25]([NH:47][CH2:46][C:42]1[O:29][CH:45]=[CH:44][CH:43]=1)=[O:27]. The catalyst class is: 2.